This data is from Catalyst prediction with 721,799 reactions and 888 catalyst types from USPTO. The task is: Predict which catalyst facilitates the given reaction. Reactant: [Cl:1][C:2]1[S:6][C:5]([C:7]2[CH:31]=[CH:30][C:10]3[C:11]4[CH:17]=[CH:16][C:15]([S:18]([NH:21][C@@H:22]([CH:27]([CH3:29])[CH3:28])[C:23]([O:25]C)=[O:24])(=[O:20])=[O:19])=[CH:14][C:12]=4[S:13][C:9]=3[CH:8]=2)=[CH:4][CH:3]=1.[Li+].[OH-]. Product: [Cl:1][C:2]1[S:6][C:5]([C:7]2[CH:31]=[CH:30][C:10]3[C:11]4[CH:17]=[CH:16][C:15]([S:18]([NH:21][C@@H:22]([CH:27]([CH3:28])[CH3:29])[C:23]([OH:25])=[O:24])(=[O:19])=[O:20])=[CH:14][C:12]=4[S:13][C:9]=3[CH:8]=2)=[CH:4][CH:3]=1. The catalyst class is: 20.